From a dataset of TCR-epitope binding with 47,182 pairs between 192 epitopes and 23,139 TCRs. Binary Classification. Given a T-cell receptor sequence (or CDR3 region) and an epitope sequence, predict whether binding occurs between them. (1) The epitope is LLALHRSYL. The TCR CDR3 sequence is CASSQDIASGGLSTDTQYF. Result: 1 (the TCR binds to the epitope). (2) The epitope is HTTDPSFLGRY. The TCR CDR3 sequence is CASSLDTGGRIDTEAFF. Result: 1 (the TCR binds to the epitope). (3) The epitope is RTLNAWVKV. The TCR CDR3 sequence is CASSDWQSYGYTF. Result: 0 (the TCR does not bind to the epitope). (4) The epitope is KMKDLSPRW. The TCR CDR3 sequence is CASTLEGSPLHF. Result: 0 (the TCR does not bind to the epitope). (5) The epitope is YFPLQSYGF. The TCR CDR3 sequence is CASSQDIAPEQYF. Result: 0 (the TCR does not bind to the epitope). (6) The epitope is NLDSKVGGNY. The TCR CDR3 sequence is CSVSEEWFTDTQYF. Result: 1 (the TCR binds to the epitope).